From a dataset of Forward reaction prediction with 1.9M reactions from USPTO patents (1976-2016). Predict the product of the given reaction. (1) Given the reactants CC1(C)C(C)(C)OB([C:9]2[C:18]3[CH2:17][CH2:16][CH2:15][CH2:14][C:13]=3[N:12]=[C:11]([O:19][CH2:20][C:21]3[N:26]=[C:25]([C:27]#[N:28])[CH:24]=[CH:23][CH:22]=3)[CH:10]=2)O1.Br[C:31]1[CH:32]=[N:33][C:34]([CH3:37])=[N:35][CH:36]=1, predict the reaction product. The product is: [CH3:37][C:34]1[N:35]=[CH:36][C:31]([C:9]2[C:18]3[CH2:17][CH2:16][CH2:15][CH2:14][C:13]=3[N:12]=[C:11]([O:19][CH2:20][C:21]3[N:26]=[C:25]([C:27]#[N:28])[CH:24]=[CH:23][CH:22]=3)[CH:10]=2)=[CH:32][N:33]=1. (2) The product is: [O:1]=[CH:2][CH2:3][C@@:4]1([C:17]([N:19]2[CH2:28][CH2:27][C:26]3[N:25]=[CH:24][C:23]([C:29]([F:32])([F:31])[F:30])=[CH:22][C:21]=3[CH2:20]2)=[O:18])[CH2:8][C@H:7]([NH:9][C:10](=[O:16])[O:11][C:12]([CH3:15])([CH3:14])[CH3:13])[CH:6]=[CH:5]1. Given the reactants [OH:1][CH2:2][CH2:3][C@@:4]1([C:17]([N:19]2[CH2:28][CH2:27][C:26]3[N:25]=[CH:24][C:23]([C:29]([F:32])([F:31])[F:30])=[CH:22][C:21]=3[CH2:20]2)=[O:18])[CH2:8][C@H:7]([NH:9][C:10](=[O:16])[O:11][C:12]([CH3:15])([CH3:14])[CH3:13])[CH:6]=[CH:5]1.CC(OI1(OC(C)=O)(OC(C)=O)OC(=O)C2C=CC=CC1=2)=O.C(=O)(O)[O-].[Na+].S([O-])([O-])(=O)=S.[Na+].[Na+], predict the reaction product. (3) Given the reactants [CH3:1][C:2]1[CH:7]=[C:6]([C:8]#[C:9][Si](C)(C)C)[CH:5]=[C:4]([CH3:14])[C:3]=1[C:15]1[C:16](=[O:28])[NH:17][C:18]2([CH2:25][CH2:24][N:23]([O:26][CH3:27])[CH2:22][CH2:21]2)[C:19]=1[OH:20].[C:29](=O)([O-])[O-].[K+].[K+], predict the reaction product. The product is: [C:8]([C:6]1[CH:7]=[C:2]([CH3:1])[C:3]([C:15]2[C:16](=[O:28])[N:17]([CH3:29])[C:18]3([CH2:21][CH2:22][N:23]([O:26][CH3:27])[CH2:24][CH2:25]3)[C:19]=2[OH:20])=[C:4]([CH3:14])[CH:5]=1)#[CH:9]. (4) Given the reactants C(OC([NH:8][C:9]1[CH:14]=[CH:13][C:12]([CH2:15][CH2:16][O:17][C:18]2[CH:19]=[CH:20][C:21]([NH:33][C:34](=O)[CH2:35][O:36][C:37]3[CH:42]=[CH:41][C:40]([CH2:43][CH:44]4[S:48][C:47](=[O:49])[NH:46][C:45]4=[O:50])=[CH:39][CH:38]=3)=[C:22]([N:24](C)[C:25](=O)OC(C)(C)C)[CH:23]=2)=[CH:11][CH:10]=1)=O)(C)(C)C, predict the reaction product. The product is: [NH2:8][C:9]1[CH:10]=[CH:11][C:12]([CH2:15][CH2:16][O:17][C:18]2[CH:19]=[CH:20][C:21]3[N:33]=[C:34]([CH2:35][O:36][C:37]4[CH:42]=[CH:41][C:40]([CH2:43][CH:44]5[S:48][C:47](=[O:49])[NH:46][C:45]5=[O:50])=[CH:39][CH:38]=4)[N:24]([CH3:25])[C:22]=3[CH:23]=2)=[CH:13][CH:14]=1.